Dataset: Forward reaction prediction with 1.9M reactions from USPTO patents (1976-2016). Task: Predict the product of the given reaction. The product is: [O:22]1[CH2:23][CH2:24][N:19]([C:2]2[CH:7]=[C:6]3[N:8]([C:16](=[O:18])[CH3:17])[CH2:9][C:10]4([CH2:15][CH2:14][O:13][CH2:12][CH2:11]4)[C:5]3=[CH:4][CH:3]=2)[CH2:20][CH2:21]1. Given the reactants Br[C:2]1[CH:7]=[C:6]2[N:8]([C:16](=[O:18])[CH3:17])[CH2:9][C:10]3([CH2:15][CH2:14][O:13][CH2:12][CH2:11]3)[C:5]2=[CH:4][CH:3]=1.[NH:19]1[CH2:24][CH2:23][O:22][CH2:21][CH2:20]1.C1(P(C2CCCCC2)C2C=CC(C3C(C(C)C)=CC(C(C)C)=CC=3C(C)C)=CC=2)CCCCC1.C(=O)([O-])[O-].[Cs+].[Cs+].C(O)(C)(C)C, predict the reaction product.